Dataset: Catalyst prediction with 721,799 reactions and 888 catalyst types from USPTO. Task: Predict which catalyst facilitates the given reaction. Reactant: Cl[C:2]1[CH:7]=[C:6]([C:8]2[C:9]([Cl:14])=[N:10][CH:11]=[CH:12][CH:13]=2)[N:5]=[CH:4][N:3]=1.[CH:15]1([NH2:18])[CH2:17][CH2:16]1. Product: [Cl:14][C:9]1[C:8]([C:6]2[N:5]=[CH:4][N:3]=[C:2]([NH:18][CH:15]3[CH2:17][CH2:16]3)[CH:7]=2)=[CH:13][CH:12]=[CH:11][N:10]=1. The catalyst class is: 8.